Dataset: Catalyst prediction with 721,799 reactions and 888 catalyst types from USPTO. Task: Predict which catalyst facilitates the given reaction. (1) Reactant: [N:1]([C:4]1[CH:11]=[CH:10][C:7]([C:8]#[N:9])=[C:6]([CH3:12])[N:5]=1)=[C:2]=S.C(N(CC)CC)C.Cl.Cl.[NH2:22][CH2:23][C:24]1([OH:32])[CH:29]2[CH2:30][CH2:31][N:26]([CH2:27][CH2:28]2)[CH2:25]1.C(N=C=NC(C)C)(C)C. Product: [N:26]12[CH2:31][CH2:30][CH:29]([CH2:28][CH2:27]1)[C@@:24]1([O:32][C:2]([NH:1][C:4]3[CH:11]=[CH:10][C:7]([C:8]#[N:9])=[C:6]([CH3:12])[N:5]=3)=[N:22][CH2:23]1)[CH2:25]2. The catalyst class is: 9. (2) Reactant: [N+:1]([C:4]1[CH:9]=[CH:8][C:7]([C:10]2[S:14][C:13]([CH2:15][CH2:16][NH:17]C(=O)OC(C)(C)C)=[N:12][CH:11]=2)=[CH:6][CH:5]=1)([O-:3])=[O:2].[ClH:25].O1CCOCC1. Product: [ClH:25].[N+:1]([C:4]1[CH:5]=[CH:6][C:7]([C:10]2[S:14][C:13]([CH2:15][CH2:16][NH2:17])=[N:12][CH:11]=2)=[CH:8][CH:9]=1)([O-:3])=[O:2]. The catalyst class is: 459. (3) Reactant: [OH:1][C:2]1[C:7]([C@@H:8]2[CH2:12][CH2:11][N:10]([CH3:13])[C@H:9]2[CH2:14][OH:15])=[C:6]([O:16][CH3:17])[CH:5]=[C:4]([O:18][CH3:19])[C:3]=1[C:20](=[O:22])[CH3:21].[OH-].[Na+].[Cl:25][C:26]1[CH:33]=[CH:32][CH:31]=[CH:30][C:27]=1[CH:28]=O.Cl.C([O-])([O-])=O.[Na+].[Na+]. Product: [Cl:25][C:26]1[CH:33]=[CH:32][CH:31]=[CH:30][C:27]=1[CH:28]=[CH:21][C:20]([C:3]1[C:4]([O:18][CH3:19])=[CH:5][C:6]([O:16][CH3:17])=[C:7]([CH:8]2[CH2:12][CH2:11][N:10]([CH3:13])[CH:9]2[CH2:14][OH:15])[C:2]=1[OH:1])=[O:22]. The catalyst class is: 8. (4) Reactant: [CH3:1][C:2]1([CH3:15])[C:10]2[C:5](=[CH:6][C:7]([N+:11]([O-])=O)=[CH:8][CH:9]=2)[C:4](=[O:14])[NH:3]1.[H][H]. Product: [NH2:11][C:7]1[CH:6]=[C:5]2[C:10]([C:2]([CH3:15])([CH3:1])[NH:3][C:4]2=[O:14])=[CH:9][CH:8]=1. The catalyst class is: 19. (5) Reactant: [Br:1][C:2]1[CH:11]=[CH:10][CH:9]=[C:8]([N+:12]([O-:14])=[O:13])[C:3]=1[CH2:4][NH:5][CH2:6][CH3:7].[C:15](O[C:15]([O:17][C:18]([CH3:21])([CH3:20])[CH3:19])=[O:16])([O:17][C:18]([CH3:21])([CH3:20])[CH3:19])=[O:16]. Product: [C:18]([O:17][C:15](=[O:16])[N:5]([CH2:4][C:3]1[C:8]([N+:12]([O-:14])=[O:13])=[CH:9][CH:10]=[CH:11][C:2]=1[Br:1])[CH2:6][CH3:7])([CH3:21])([CH3:20])[CH3:19]. The catalyst class is: 2. (6) Reactant: [CH3:1][O:2][C:3](=[O:15])[CH2:4][C:5]1[C:13]2[C:8](=[N:9][CH:10]=[CH:11][CH:12]=2)[NH:7][C:6]=1[CH3:14].CCN(P1(N(C)CCCN1C)=NC(C)(C)C)CC.Br[CH2:35][C:36]1[CH:41]=[CH:40][C:39]([S:42]([CH3:44])=[O:43])=[CH:38][CH:37]=1. Product: [CH3:1][O:2][C:3](=[O:15])[CH2:4][C:5]1[C:13]2[C:8](=[N:9][CH:10]=[CH:11][CH:12]=2)[N:7]([CH2:35][C:36]2[CH:41]=[CH:40][C:39]([S:42]([CH3:44])=[O:43])=[CH:38][CH:37]=2)[C:6]=1[CH3:14]. The catalyst class is: 3. (7) Reactant: Cl.Cl.Cl.[S:4]1[C:8]2=[C:9]([N:13]3[CH2:18][CH2:17][N:16]([CH2:19][CH2:20][C@H:21]4[CH2:26][CH2:25][C@H:24]([NH2:27])[CH2:23][CH2:22]4)[CH2:15][CH2:14]3)[N:10]=[CH:11][CH:12]=[C:7]2[CH:6]=[CH:5]1.[C:28](O)(=[O:31])[CH2:29][CH3:30].CCN(C(C)C)C(C)C.CN(C(ON1N=NC2C=CC=CC1=2)=[N+](C)C)C.[B-](F)(F)(F)F.C([O-])(O)=O.[Na+]. Product: [S:4]1[C:8]2=[C:9]([N:13]3[CH2:18][CH2:17][N:16]([CH2:19][CH2:20][C@H:21]4[CH2:26][CH2:25][C@H:24]([NH:27][C:28](=[O:31])[CH2:29][CH3:30])[CH2:23][CH2:22]4)[CH2:15][CH2:14]3)[N:10]=[CH:11][CH:12]=[C:7]2[CH:6]=[CH:5]1. The catalyst class is: 3. (8) Reactant: [Cl:1][C:2]1[CH:3]=[CH:4][C:5]([O:39][CH:40]([F:42])[F:41])=[C:6]([C:8]2[C:12]([NH:13][C:14]([C:16]3[CH:17]=[N:18][N:19]4[CH:24]=[CH:23][CH:22]=[N:21][C:20]=34)=[O:15])=[CH:11][N:10]([CH2:25][C:26]([N:28]3[CH2:33][CH2:32][C:31]([CH3:38])([C:34]([O:36]C)=[O:35])[CH2:30][CH2:29]3)=[O:27])[N:9]=2)[CH:7]=1.C(=O)([O-])[O-].[K+].[K+].Cl. Product: [Cl:1][C:2]1[CH:3]=[CH:4][C:5]([O:39][CH:40]([F:41])[F:42])=[C:6]([C:8]2[C:12]([NH:13][C:14]([C:16]3[CH:17]=[N:18][N:19]4[CH:24]=[CH:23][CH:22]=[N:21][C:20]=34)=[O:15])=[CH:11][N:10]([CH2:25][C:26]([N:28]3[CH2:29][CH2:30][C:31]([CH3:38])([C:34]([OH:36])=[O:35])[CH2:32][CH2:33]3)=[O:27])[N:9]=2)[CH:7]=1. The catalyst class is: 24. (9) Reactant: [CH3:1][NH2:2].O.[CH:4]([S:6]([O:9][CH2:10][C:11]([CH3:14])([CH3:13])[CH3:12])(=[O:8])=[O:7])=[CH2:5].C(O)(=O)C. Product: [CH3:1][NH:2][CH2:5][CH2:4][S:6]([O:9][CH2:10][C:11]([CH3:14])([CH3:13])[CH3:12])(=[O:7])=[O:8]. The catalyst class is: 860. (10) Reactant: COCN[C:5](=[O:29])[C:6]1[CH:11]=[CH:10][C:9]([O:12][CH3:13])=[C:8]([N:14]([C:22]([O:24][C:25]([CH3:28])([CH3:27])[CH3:26])=[O:23])[C:15]([O:17][C:18]([CH3:21])([CH3:20])[CH3:19])=[O:16])[N:7]=1.[CH3:30][Mg]Br.C1COCC1.[Cl-].[NH4+]. Product: [C:5]([C:6]1[N:7]=[C:8]([N:14]([C:15]([O:17][C:18]([CH3:21])([CH3:19])[CH3:20])=[O:16])[C:22]([O:24][C:25]([CH3:27])([CH3:28])[CH3:26])=[O:23])[C:9]([O:12][CH3:13])=[CH:10][CH:11]=1)(=[O:29])[CH3:30]. The catalyst class is: 1.